From a dataset of Full USPTO retrosynthesis dataset with 1.9M reactions from patents (1976-2016). Predict the reactants needed to synthesize the given product. (1) Given the product [N:11]([CH2:2][CH2:3][CH2:4][CH2:5][CH2:6][CH2:7][CH2:8][CH2:9][OH:10])=[N+:12]=[N-:13], predict the reactants needed to synthesize it. The reactants are: Br[CH2:2][CH2:3][CH2:4][CH2:5][CH2:6][CH2:7][CH2:8][CH2:9][OH:10].[N-:11]=[N+:12]=[N-:13].[Na+]. (2) Given the product [CH3:1][O:2][C:3]([C:5]1[N:6]=[C:7]([Br:23])[C:8]2[C:13]([C:14]=1[OH:15])=[CH:12][CH:11]=[C:10]([O:16][C:17]1[CH:22]=[CH:21][CH:20]=[CH:19][CH:18]=1)[CH:9]=2)=[O:4], predict the reactants needed to synthesize it. The reactants are: [CH3:1][O:2][C:3]([C:5]1[N:6]=[CH:7][C:8]2[C:13]([C:14]=1[OH:15])=[CH:12][CH:11]=[C:10]([O:16][C:17]1[CH:22]=[CH:21][CH:20]=[CH:19][CH:18]=1)[CH:9]=2)=[O:4].[Br:23]N1C(=O)CCC1=O. (3) Given the product [CH:1]1([N:7]2[CH2:13][C:12]3[CH:14]=[CH:15][C:16]([C:18]([NH:24][OH:22])=[O:20])=[CH:17][C:11]=3[O:10][CH2:9][CH2:8]2)[CH2:6][CH2:5][CH2:4][CH2:3][CH2:2]1, predict the reactants needed to synthesize it. The reactants are: [CH:1]1([N:7]2[CH2:13][C:12]3[CH:14]=[CH:15][C:16]([C:18]([O:20]C)=O)=[CH:17][C:11]=3[O:10][CH2:9][CH2:8]2)[CH2:6][CH2:5][CH2:4][CH2:3][CH2:2]1.[OH-:22].[Na+].[NH2:24]O.Cl.